This data is from Retrosynthesis with 50K atom-mapped reactions and 10 reaction types from USPTO. The task is: Predict the reactants needed to synthesize the given product. (1) Given the product CCCCC(CC)CN(CC(CC)CCCC)CC1CO1, predict the reactants needed to synthesize it. The reactants are: CCCCC(CC)CNCC(CC)CCCC.ClCC1CO1. (2) Given the product CCCCNC(=O)[C@H](C)C[C@H](O)[C@@H](N)C[C@H](CNC(=O)c1ccccc1OCCCOC)C(C)C, predict the reactants needed to synthesize it. The reactants are: CCCCNC(=O)[C@H](C)C[C@H](O)[C@H](C[C@H](CNC(=O)c1ccccc1OCCCOC)C(C)C)NC(=O)OC(C)(C)C. (3) Given the product COC(=O)/C=C/c1ccccc1, predict the reactants needed to synthesize it. The reactants are: C=CC(=O)OC.Ic1ccccc1. (4) Given the product CCOc1cc(CNCC(=O)c2cc(C(C)(C)C)c(O)c(C(C)(C)C)c2)c(Br)cc1C(=O)NC, predict the reactants needed to synthesize it. The reactants are: CCOc1cc(CN(CC(=O)c2cc(C(C)(C)C)c(O)c(C(C)(C)C)c2)C(=O)OC(C)(C)C)c(Br)cc1C(=O)NC. (5) Given the product CC(C)(C)OC(=O)N1CCC(=O)CC1, predict the reactants needed to synthesize it. The reactants are: CC(C)(C)OC(=O)OC(=O)OC(C)(C)C.O=C1CCNCC1. (6) Given the product Cc1nn(C)cc1-n1c(=O)n(C)c2cnc3ccc(-c4ccc(N)nc4)cc3c21, predict the reactants needed to synthesize it. The reactants are: CC1(C)OB(c2ccc(N)nc2)OC1(C)C.Cc1nn(C)cc1-n1c(=O)n(C)c2cnc3ccc(Br)cc3c21. (7) Given the product CCNC(=O)Nc1ccc(-c2cc(Cl)nc(N3CCOC[C@@H]3C)n2)cc1, predict the reactants needed to synthesize it. The reactants are: CCNC(=O)Nc1ccc(B2OC(C)(C)C(C)(C)O2)cc1.C[C@H]1COCCN1c1nc(Cl)cc(Cl)n1. (8) The reactants are: CCC(N)[C@H](O)c1nc(C2CC2)no1.CCCC(F)(F)C[C@H](NC(=O)N1CCOCC1)C(=O)O. Given the product CCCC(F)(F)CC(NC(=O)N1CCOCC1)C(=O)NC(CC)C(O)c1nc(C2CC2)no1, predict the reactants needed to synthesize it. (9) Given the product CC(C)(C)OC(=O)N1C[C@@H](C(F)Cc2ccccc2N)OC[C@H]1CO[Si](c1ccccc1)(c1ccccc1)C(C)(C)C, predict the reactants needed to synthesize it. The reactants are: CC(C)(C)OC(=O)N1C[C@@H](C(F)Cc2ccccc2[N+](=O)[O-])OC[C@H]1CO[Si](c1ccccc1)(c1ccccc1)C(C)(C)C. (10) Given the product CC1(C)CC(Nc2nccc(-c3ccc(CCC(=O)O)cc3)n2)CC(C)(C)N1, predict the reactants needed to synthesize it. The reactants are: CC1(C)CC(Nc2nccc(Cl)n2)CC(C)(C)N1.O=C(O)CCc1ccc(B(O)O)cc1.